Task: Regression. Given a peptide amino acid sequence and an MHC pseudo amino acid sequence, predict their binding affinity value. This is MHC class II binding data.. Dataset: Peptide-MHC class II binding affinity with 134,281 pairs from IEDB (1) The peptide sequence is QGQMVHQAISPRTLN. The MHC is DRB1_1201 with pseudo-sequence DRB1_1201. The binding affinity (normalized) is 0. (2) The MHC is DRB4_0101 with pseudo-sequence DRB4_0103. The binding affinity (normalized) is 0.340. The peptide sequence is LGQTIRNSRWSSPDN. (3) The peptide sequence is PAGVCPTIGVGGNFA. The MHC is HLA-DQA10101-DQB10501 with pseudo-sequence HLA-DQA10101-DQB10501. The binding affinity (normalized) is 0. (4) The peptide sequence is EEAEISGSSARYDVA. The MHC is DRB1_0404 with pseudo-sequence DRB1_0404. The binding affinity (normalized) is 0.224. (5) The MHC is DRB1_1001 with pseudo-sequence DRB1_1001. The binding affinity (normalized) is 0.280. The peptide sequence is VVLFAVFLGSAYGIP. (6) The peptide sequence is KKLGMLLMTGGVTLVRK. The MHC is DRB3_0202 with pseudo-sequence DRB3_0202. The binding affinity (normalized) is 0.898.